From a dataset of Catalyst prediction with 721,799 reactions and 888 catalyst types from USPTO. Predict which catalyst facilitates the given reaction. (1) Product: [Cl:1][C:2]1[CH:3]=[C:4]([NH:5][C:38]2[C:39]3[N:31]([CH2:30][CH2:29][OH:28])[CH:32]=[CH:33][C:34]=3[N:35]=[CH:36][N:37]=2)[CH:6]=[CH:7][C:8]=1[O:9][C:10]1[CH:19]=[CH:18][CH:17]=[C:16]2[C:11]=1[CH:12]=[CH:13][CH:14]=[N:15]2. Reactant: [Cl:1][C:2]1[CH:3]=[C:4]([CH:6]=[CH:7][C:8]=1[O:9][C:10]1[CH:19]=[CH:18][CH:17]=[C:16]2[C:11]=1[CH:12]=[CH:13][CH:14]=[N:15]2)[NH2:5].C([O:28][CH2:29][CH2:30][N:31]1[C:39]2[C:38](Cl)=[N:37][CH:36]=[N:35][C:34]=2[CH:33]=[CH:32]1)(=O)C1C=CC=CC=1.Cl.N1C=CC=CC=1. The catalyst class is: 32. (2) Reactant: Cl[C:2]([O:4][CH2:5][C:6]1[CH:11]=[CH:10][CH:9]=[CH:8][CH:7]=1)=[O:3].[OH:12][C:13]1[C:21]([O:22][CH3:23])=[CH:20][C:16]([C:17]([OH:19])=[O:18])=[CH:15][C:14]=1[O:24][CH3:25]. Product: [CH2:5]([O:4][C:2]([O:12][C:13]1[C:14]([O:24][CH3:25])=[CH:15][C:16]([C:17]([OH:19])=[O:18])=[CH:20][C:21]=1[O:22][CH3:23])=[O:3])[C:6]1[CH:11]=[CH:10][CH:9]=[CH:8][CH:7]=1. The catalyst class is: 17. (3) Reactant: Br[CH2:2][CH2:3][N:4]1[CH:8]=[C:7]([NH:9][C:10]([C:12]2[CH:13]=[N:14][N:15]3[CH:20]=[CH:19][CH:18]=[N:17][C:16]=23)=[O:11])[C:6]([C:21]2[CH:26]=[C:25]([Cl:27])[CH:24]=[CH:23][C:22]=2[O:28][CH:29]([F:31])[F:30])=[N:5]1.[N:32]1[CH:37]=[CH:36][CH:35]=[C:34]([CH2:38][NH2:39])[CH:33]=1. Product: [Cl:27][C:25]1[CH:24]=[CH:23][C:22]([O:28][CH:29]([F:31])[F:30])=[C:21]([C:6]2[C:7]([NH:9][C:10]([C:12]3[CH:13]=[N:14][N:15]4[CH:20]=[CH:19][CH:18]=[N:17][C:16]=34)=[O:11])=[CH:8][N:4]([CH2:3][CH2:2][NH:39][CH2:38][C:34]3[CH:33]=[N:32][CH:37]=[CH:36][CH:35]=3)[N:5]=2)[CH:26]=1. The catalyst class is: 23. (4) Reactant: Br[CH:2]([C:4]1[N:9]2[N:10]=[C:11]([NH:13][C:14]3[CH:19]=[CH:18][C:17]([C:20]([F:23])([F:22])[F:21])=[CH:16][CH:15]=3)[N:12]=[C:8]2[CH:7]=[CH:6][CH:5]=1)[CH3:3].[NH:24]1[CH2:29][CH2:28][NH:27][CH2:26][C:25]1=[O:30].C(=O)([O-])[O-].[K+].[K+].O. Product: [F:21][C:20]([F:23])([F:22])[C:17]1[CH:18]=[CH:19][C:14]([NH:13][C:11]2[N:12]=[C:8]3[CH:7]=[CH:6][CH:5]=[C:4]([CH:2]([N:27]4[CH2:28][CH2:29][NH:24][C:25](=[O:30])[CH2:26]4)[CH3:3])[N:9]3[N:10]=2)=[CH:15][CH:16]=1. The catalyst class is: 10. (5) The catalyst class is: 1. Product: [OH:6][C:7]1[CH:8]=[C:9]([CH3:16])[C:10]([CH:11]=[O:12])=[C:13]([CH3:15])[CH:14]=1. Reactant: C([Si](C)(C)[O:6][C:7]1[CH:14]=[C:13]([CH3:15])[C:10]([CH:11]=[O:12])=[C:9]([CH3:16])[CH:8]=1)(C)(C)C.CCCC[N+](CCCC)(CCCC)CCCC.[F-]. (6) Reactant: [F:1][C:2]1[CH:3]=[C:4]([CH:11]=O)[C:5](=[CH:8][C:9]=1[F:10])[CH:6]=O.[C:13]1(=[O:20])[CH2:18][CH2:17][C:16](=[O:19])[CH2:15][CH2:14]1.[OH-].[Na+]. Product: [F:1][C:2]1[C:9]([F:10])=[CH:8][C:5]2[C:4](=[CH:11][C:18]3[C:13](=[O:20])[C:14]4[C:15]([C:16](=[O:19])[C:17]=3[CH:6]=2)=[CH:11][C:4]2[C:5](=[CH:8][C:9]([F:10])=[C:2]([F:1])[CH:3]=2)[CH:6]=4)[CH:3]=1. The catalyst class is: 8.